Dataset: Reaction yield outcomes from USPTO patents with 853,638 reactions. Task: Predict the reaction yield, written as a fraction of the theoretical maximum amount of product (1.0 means a 100% yield; for example, 0.34 means a 34% yield). (1) The reactants are [N:1]1[C:10]2[CH:9]=[CH:8][CH:7]=[C:6](N)[C:5]=2[CH:4]=[CH:3][CH:2]=1.[ClH:12].N([O-])=O.[Na+].C([O-])(O)=O.[Na+]. The product is [Cl:12][C:6]1[CH:7]=[CH:8][CH:9]=[C:10]2[C:5]=1[CH:4]=[CH:3][CH:2]=[N:1]2. The catalyst is O.Cl[Cu]. The yield is 0.900. (2) The reactants are [CH:1]([C:4]1[N:8]([C:9]2[N:17]=[C:16]3[C:12]([N:13]=[C:14]([CH:19]=O)[N:15]3[CH3:18])=[C:11]([N:21]3[CH2:26][CH2:25][O:24][CH2:23][CH2:22]3)[N:10]=2)[C:7]2[CH:27]=[CH:28][CH:29]=[CH:30][C:6]=2[N:5]=1)([CH3:3])[CH3:2].[NH:31]1[CH2:34][CH:33]([N:35]2[CH2:40][CH2:39][CH:38]([OH:41])[CH2:37][CH2:36]2)[CH2:32]1.C(O[BH-](OC(=O)C)OC(=O)C)(=O)C.[Na+]. The catalyst is ClCCCl. The product is [CH:1]([C:4]1[N:8]([C:9]2[N:17]=[C:16]3[C:12]([N:13]=[C:14]([CH2:19][N:31]4[CH2:34][CH:33]([N:35]5[CH2:40][CH2:39][CH:38]([OH:41])[CH2:37][CH2:36]5)[CH2:32]4)[N:15]3[CH3:18])=[C:11]([N:21]3[CH2:22][CH2:23][O:24][CH2:25][CH2:26]3)[N:10]=2)[C:7]2[CH:27]=[CH:28][CH:29]=[CH:30][C:6]=2[N:5]=1)([CH3:2])[CH3:3]. The yield is 0.680. (3) The reactants are [CH:1]1([CH:6]([N:10]2[CH:14]=[C:13]([C:15]3[C:16]4[CH:23]=[CH:22][N:21](COCC[Si](C)(C)C)[C:17]=4[N:18]=[CH:19][N:20]=3)[CH:12]=[N:11]2)[CH2:7][CH:8]=[CH2:9])[CH2:5][CH2:4][CH2:3][CH2:2]1.[C:32]([OH:38])([C:34]([F:37])([F:36])[F:35])=[O:33]. The catalyst is C(Cl)Cl. The product is [F:35][C:34]([F:37])([F:36])[C:32]([OH:38])=[O:33].[CH:1]1([CH:6]([N:10]2[CH:14]=[C:13]([C:15]3[C:16]4[CH:23]=[CH:22][NH:21][C:17]=4[N:18]=[CH:19][N:20]=3)[CH:12]=[N:11]2)[CH2:7][CH:8]=[CH2:9])[CH2:5][CH2:4][CH2:3][CH2:2]1. The yield is 0.800. (4) The reactants are OO.Cl[C:4]1C(C(SC2C=NC(Cl)=CC=2)C2C=CN=CC=2)=NC(Cl)=CC=1.C(OCC)(=O)C.[Si:32]([O:39][CH2:40][CH2:41][CH:42](C)[CH:43]([C:54]1[CH:59]=[C:58]([F:60])[CH:57]=[CH:56][C:55]=1[F:61])[S:44]([C:47]1[CH:52]=[CH:51][C:50]([Cl:53])=[CH:49][CH:48]=1)(=[O:46])=[O:45])([C:35]([CH3:38])([CH3:37])[CH3:36])([CH3:34])[CH3:33]. The catalyst is CO.CCCCCC. The product is [Si:32]([O:39][CH:40]([CH3:4])[CH2:41][CH2:42][CH:43]([C:54]1[CH:59]=[C:58]([F:60])[CH:57]=[CH:56][C:55]=1[F:61])[S:44]([C:47]1[CH:48]=[CH:49][C:50]([Cl:53])=[CH:51][CH:52]=1)(=[O:46])=[O:45])([C:35]([CH3:36])([CH3:38])[CH3:37])([CH3:33])[CH3:34]. The yield is 0.0900. (5) The reactants are [NH2:1][C:2]1[CH:3]=[N:4][C:5]2[C:10]([C:11]=1[NH:12][CH2:13][C:14]1([OH:18])[CH2:17][CH2:16][CH2:15]1)=[CH:9][CH:8]=[CH:7][CH:6]=2.C(N(CC)CC)C.C(Cl)(Cl)Cl.[CH2:30]([O:32][CH2:33][C:34](Cl)=O)[CH3:31]. The catalyst is ClCCl. The product is [CH2:30]([O:32][CH2:33][C:34]1[N:12]([CH2:13][C:14]2([OH:18])[CH2:17][CH2:16][CH2:15]2)[C:11]2[C:10]3[CH:9]=[CH:8][CH:7]=[CH:6][C:5]=3[N:4]=[CH:3][C:2]=2[N:1]=1)[CH3:31]. The yield is 0.630.